Dataset: Ames mutagenicity test results for genotoxicity prediction. Task: Regression/Classification. Given a drug SMILES string, predict its toxicity properties. Task type varies by dataset: regression for continuous values (e.g., LD50, hERG inhibition percentage) or binary classification for toxic/non-toxic outcomes (e.g., AMES mutagenicity, cardiotoxicity, hepatotoxicity). Dataset: ames. (1) The compound is CC(C)(C)NCC(O)c1ccc(O)c(NC(N)=O)c1. The result is 0 (non-mutagenic). (2) The molecule is CC1(C)C2CCC1(C)C(O)C2. The result is 0 (non-mutagenic). (3) The molecule is ClC(Cl)(Cl)c1ccccc1. The result is 1 (mutagenic). (4) The compound is O=C1C=C(Nc2ccccc2)C(=O)c2ccccc21. The result is 1 (mutagenic). (5) The result is 1 (mutagenic). The drug is NC(CS)C(=O)O.